The task is: Regression. Given a peptide amino acid sequence and an MHC pseudo amino acid sequence, predict their binding affinity value. This is MHC class II binding data.. This data is from Peptide-MHC class II binding affinity with 134,281 pairs from IEDB. (1) The peptide sequence is GITIKKTGQALVVGI. The MHC is HLA-DPA10103-DPB10301 with pseudo-sequence HLA-DPA10103-DPB10301. The binding affinity (normalized) is 0.0153. (2) The peptide sequence is TATELNNALQNLART. The MHC is HLA-DPA10103-DPB10401 with pseudo-sequence HLA-DPA10103-DPB10401. The binding affinity (normalized) is 0. (3) The peptide sequence is ITPLMKAQSVPGMAVA. The MHC is DRB1_0101 with pseudo-sequence DRB1_0101. The binding affinity (normalized) is 0.256. (4) The peptide sequence is CTDKMFFVKNPTDTG. The MHC is HLA-DQA10303-DQB10402 with pseudo-sequence HLA-DQA10303-DQB10402. The binding affinity (normalized) is 0.470. (5) The peptide sequence is VHQVFGGAFRSLFGGMSW. The MHC is DRB1_1501 with pseudo-sequence DRB1_1501. The binding affinity (normalized) is 0.219. (6) The peptide sequence is PKGAPCRIPVIVADD. The MHC is DRB1_0802 with pseudo-sequence DRB1_0802. The binding affinity (normalized) is 0.141. (7) The peptide sequence is RIKLDIETSFIFIET. The MHC is HLA-DPA10201-DPB10101 with pseudo-sequence HLA-DPA10201-DPB10101. The binding affinity (normalized) is 0.452.